The task is: Predict the reactants needed to synthesize the given product.. This data is from Full USPTO retrosynthesis dataset with 1.9M reactions from patents (1976-2016). (1) Given the product [F:39][C:2]1([F:1])[O:6][C:5]2[CH:7]=[CH:8][C:9]([C:11]3([C:14]([NH:16][C:17]4[CH:22]=[CH:21][C:20]([CH3:23])=[C:19]([C:24]5[CH:29]=[CH:28][C:27]([O:30][CH2:31][C@@H:32]([OH:33])[CH2:36][OH:35])=[CH:26][CH:25]=5)[N:18]=4)=[O:15])[CH2:13][CH2:12]3)=[CH:10][C:4]=2[O:3]1, predict the reactants needed to synthesize it. The reactants are: [F:1][C:2]1([F:39])[O:6][C:5]2[CH:7]=[CH:8][C:9]([C:11]3([C:14]([NH:16][C:17]4[CH:22]=[CH:21][C:20]([CH3:23])=[C:19]([C:24]5[CH:29]=[CH:28][C:27]([O:30][CH2:31][C@@H:32]6[CH2:36][O:35]C(C)(C)[O:33]6)=[CH:26][CH:25]=5)[N:18]=4)=[O:15])[CH2:13][CH2:12]3)=[CH:10][C:4]=2[O:3]1.CC1C=CC(S(O)(=O)=O)=CC=1. (2) Given the product [NH:12]1[C:20]2[C:15](=[CH:16][CH:17]=[CH:18][CH:19]=2)[C:14]([C:21]2[NH:22][C:23]3[C:24]([N:39]=2)=[CH:25][C:26]2[C:27]([CH3:37])([CH3:38])[C:28](=[O:36])[N:29]([CH2:32][C:33]([NH:4][O:3][CH3:2])=[O:34])[C:30]=2[CH:31]=3)=[N:13]1, predict the reactants needed to synthesize it. The reactants are: Cl.[CH3:2][O:3][NH2:4].C(N(CC)CC)C.[NH:12]1[C:20]2[C:15](=[CH:16][CH:17]=[CH:18][CH:19]=2)[C:14]([C:21]2[NH:22][C:23]3[C:24]([N:39]=2)=[CH:25][C:26]2[C:27]([CH3:38])([CH3:37])[C:28](=[O:36])[N:29]([CH2:32][C:33](O)=[O:34])[C:30]=2[CH:31]=3)=[N:13]1.Cl.CN(C)CCCN=C=NCC.O.OC1C2N=NNC=2C=CC=1. (3) Given the product [C:13]([O:21][CH2:22][C@@H:23]1[CH2:27][C@@H:26]([O:28][C:29](=[O:31])[CH3:30])[C@H:25]([N:8]2[C:6]3[N:7]=[C:2]([NH2:1])[NH:3][C:4](=[O:12])[C:5]=3[S:10][C:9]2=[O:11])[O:24]1)(=[O:20])[C:14]1[CH:19]=[CH:18][CH:17]=[CH:16][CH:15]=1, predict the reactants needed to synthesize it. The reactants are: [NH2:1][C:2]1[NH:3][C:4](=[O:12])[C:5]2[S:10][C:9](=[O:11])[NH:8][C:6]=2[N:7]=1.[C:13]([O:21][CH2:22][C@@H:23]1[CH2:27][C@@H:26]([O:28][C:29](=[O:31])[CH3:30])[CH:25](OC(=O)C)[O:24]1)(=[O:20])[C:14]1[CH:19]=[CH:18][CH:17]=[CH:16][CH:15]=1.[Si](OS(C(F)(F)F)(=O)=O)(C)(C)C.